This data is from Catalyst prediction with 721,799 reactions and 888 catalyst types from USPTO. The task is: Predict which catalyst facilitates the given reaction. Reactant: [CH3:1][N:2]1[CH:6]=[C:5]([C:7]([OH:9])=O)[N:4]=[CH:3]1.CCN(CC)CC.CN(C(ON1N=NC2C=CC=CC1=2)=[N+](C)C)C.F[P-](F)(F)(F)(F)F.[CH3:41][O:42][C:43]1[C:48]([NH2:49])=[CH:47][C:46]([N:50]2[C:55]3[CH:56]=[C:57]([O:60][C@H:61]4[CH2:65][CH2:64][NH:63][CH2:62]4)[CH:58]=[CH:59][C:54]=3[O:53][CH2:52][CH2:51]2)=[CH:45][N:44]=1. Product: [NH2:49][C:48]1[CH:47]=[C:46]([N:50]2[C:55]3[CH:56]=[C:57]([O:60][C@H:61]4[CH2:65][CH2:64][N:63]([C:7]([C:5]5[N:4]=[CH:3][N:2]([CH3:1])[CH:6]=5)=[O:9])[CH2:62]4)[CH:58]=[CH:59][C:54]=3[O:53][CH2:52][CH2:51]2)[CH:45]=[N:44][C:43]=1[O:42][CH3:41]. The catalyst class is: 3.